From a dataset of Reaction yield outcomes from USPTO patents with 853,638 reactions. Predict the reaction yield, written as a fraction of the theoretical maximum amount of product (1.0 means a 100% yield; for example, 0.34 means a 34% yield). (1) The catalyst is C(O)C.S([O-])([O-])(=O)=O.[Ag+2]. The reactants are [I:1]I.[NH2:3][C:4]1[CH:5]=[CH:6][C:7]([C:10]#[N:11])=[N:8][CH:9]=1. The product is [NH2:3][C:4]1[CH:5]=[CH:6][C:7]([C:10]#[N:11])=[N:8][C:9]=1[I:1]. The yield is 0.792. (2) The reactants are [C:1]([O:5][C:6]([N:8]1[CH2:13][C:12](=[O:14])[O:11][C:10](=[O:15])[CH2:9]1)=[O:7])([CH3:4])([CH3:3])[CH3:2].Cl.[NH2:17][CH2:18][C:19]([C:21]1[CH:26]=[CH:25][C:24]([Br:27])=[CH:23][CH:22]=1)=[O:20].CN1CCOCC1. The catalyst is CN(C)C=O. The product is [Br:27][C:24]1[CH:23]=[CH:22][C:21]([C:19](=[O:20])[CH2:18][NH:17][C:12]([CH2:13][N:8]([CH2:9][C:10]([OH:11])=[O:15])[C:6]([O:5][C:1]([CH3:2])([CH3:3])[CH3:4])=[O:7])=[O:14])=[CH:26][CH:25]=1. The yield is 0.800. (3) The reactants are [CH2:1]([O:3][C:4](=[O:29])[CH2:5][C:6]1[N:7]=[C:8]([NH:11][C:12]([NH:14][C:15]2[CH:20]=[CH:19][C:18]([CH3:21])=[CH:17][C:16]=2[C:22]([CH:24]2[CH2:28][CH2:27][CH2:26][CH2:25]2)=[O:23])=[O:13])[S:9][CH:10]=1)[CH3:2].[Cl:30]N1C(=O)CCC1=O. The catalyst is C(#N)C.C(Cl)Cl. The product is [CH2:1]([O:3][C:4](=[O:29])[CH2:5][C:6]1[N:7]=[C:8]([NH:11][C:12]([NH:14][C:15]2[CH:20]=[CH:19][C:18]([CH3:21])=[CH:17][C:16]=2[C:22]([CH:24]2[CH2:28][CH2:27][CH2:26][CH2:25]2)=[O:23])=[O:13])[S:9][C:10]=1[Cl:30])[CH3:2]. The yield is 0.150. (4) The reactants are [CH2:1]([C@@H:5]1[NH:10][CH2:9][C@H:8]([C:11]2[CH:16]=[CH:15][CH:14]=[CH:13][C:12]=2[CH3:17])[NH:7][C:6]1=[O:18])[CH:2]([CH3:4])[CH3:3].[C:19]1([C@@H:25]2[CH2:27][C@H:26]2[C:28](O)=[O:29])[CH:24]=[CH:23][CH:22]=[CH:21][CH:20]=1.C([C@@H]1N(C([C@@H]2C[C@H]2C2C=CC=CC=2)=O)C[C@H](CC(C)C)NC1=O)C(C)C. No catalyst specified. The product is [CH2:1]([C@@H:5]1[N:10]([C:28]([C@@H:26]2[CH2:27][C@H:25]2[C:19]2[CH:24]=[CH:23][CH:22]=[CH:21][CH:20]=2)=[O:29])[CH2:9][C@H:8]([C:11]2[CH:16]=[CH:15][CH:14]=[CH:13][C:12]=2[CH3:17])[NH:7][C:6]1=[O:18])[CH:2]([CH3:4])[CH3:3]. The yield is 0.870. (5) The reactants are [CH3:1][O:2][C:3]([CH3:8])([CH3:7])[CH2:4][CH2:5][OH:6].[C:9](Cl)(=[O:12])[CH2:10][CH3:11].O. The catalyst is C1COCC1. The product is [C:9]([O:6][CH2:5][CH2:4][C:3]([O:2][CH3:1])([CH3:8])[CH3:7])(=[O:12])[CH2:10][CH3:11]. The yield is 0.801. (6) The reactants are O[Li].O.C([O:7][CH:8]1[C:12]2[N:13]=[CH:14][N:15]=[C:16]([N:17]3[CH2:22][CH2:21][N:20]([C:23]([O:25][C:26]([CH3:29])([CH3:28])[CH3:27])=[O:24])[CH2:19][CH2:18]3)[C:11]=2[C@H:10]([CH3:30])[CH2:9]1)(=O)C.C1COCC1.[NH4+].[Cl-]. The catalyst is O. The product is [OH:7][CH:8]1[C:12]2[N:13]=[CH:14][N:15]=[C:16]([N:17]3[CH2:22][CH2:21][N:20]([C:23]([O:25][C:26]([CH3:29])([CH3:28])[CH3:27])=[O:24])[CH2:19][CH2:18]3)[C:11]=2[C@H:10]([CH3:30])[CH2:9]1. The yield is 0.564.